Dataset: Forward reaction prediction with 1.9M reactions from USPTO patents (1976-2016). Task: Predict the product of the given reaction. Given the reactants C[O:2][CH:3](OC)[C:4]1[CH:9]=[CH:8][C:7]([C:10]2([OH:23])[CH2:15][CH2:14][N:13]([CH2:16][C:17]3[CH:22]=[CH:21][CH:20]=[CH:19][CH:18]=3)[CH2:12][CH2:11]2)=[CH:6][C:5]=1[O:24][CH3:25].C1(C)C=CC=CC=1.O.C1(C)C=CC(S(O)(=O)=O)=CC=1.O, predict the reaction product. The product is: [CH2:16]([N:13]1[CH2:12][CH2:11][C:10]([C:7]2[CH:8]=[CH:9][C:4]([CH:3]=[O:2])=[C:5]([O:24][CH3:25])[CH:6]=2)([OH:23])[CH2:15][CH2:14]1)[C:17]1[CH:18]=[CH:19][CH:20]=[CH:21][CH:22]=1.